From a dataset of Peptide-MHC class I binding affinity with 185,985 pairs from IEDB/IMGT. Regression. Given a peptide amino acid sequence and an MHC pseudo amino acid sequence, predict their binding affinity value. This is MHC class I binding data. (1) The peptide sequence is TTIFFRADK. The MHC is HLA-A02:03 with pseudo-sequence HLA-A02:03. The binding affinity (normalized) is 0.0847. (2) The peptide sequence is VMTDGPANK. The MHC is HLA-A25:01 with pseudo-sequence HLA-A25:01. The binding affinity (normalized) is 0.0847. (3) The peptide sequence is YIASIFMPR. The MHC is HLA-A26:01 with pseudo-sequence HLA-A26:01. The binding affinity (normalized) is 0.0847. (4) The peptide sequence is KRYTTGGTS. The MHC is HLA-B27:05 with pseudo-sequence HLA-B27:05. The binding affinity (normalized) is 0.399. (5) The peptide sequence is KPIPHRTVL. The MHC is HLA-B15:01 with pseudo-sequence HLA-B15:01. The binding affinity (normalized) is 0.0847. (6) The peptide sequence is STTVKAACWW. The MHC is HLA-A02:01 with pseudo-sequence HLA-A02:01. The binding affinity (normalized) is 0.170. (7) The peptide sequence is FYITTRYKY. The MHC is HLA-A29:02 with pseudo-sequence HLA-A29:02. The binding affinity (normalized) is 0.791.